Dataset: Forward reaction prediction with 1.9M reactions from USPTO patents (1976-2016). Task: Predict the product of the given reaction. (1) Given the reactants [NH2:1][CH2:2][CH2:3][OH:4].Br[CH2:6][C:7]([N:9]1[CH2:18][CH2:17][C:16]2[C:11](=[CH:12][CH:13]=[C:14]([C:20]3[N:24]=[C:23]([C:25]4[CH:26]=[CH:27][C:28]([O:33][CH:34]([CH3:36])[CH3:35])=[C:29]([CH:32]=4)[C:30]#[N:31])[O:22][N:21]=3)[C:15]=2[CH3:19])[CH2:10]1)=[O:8].[C:37](=O)([O-:39])[O-:38].[K+].[K+], predict the reaction product. The product is: [CH:37]([OH:39])=[O:38].[OH:4][CH2:3][CH2:2][NH:1][CH2:6][C:7]([N:9]1[CH2:18][CH2:17][C:16]2[C:11](=[CH:12][CH:13]=[C:14]([C:20]3[N:24]=[C:23]([C:25]4[CH:26]=[CH:27][C:28]([O:33][CH:34]([CH3:36])[CH3:35])=[C:29]([CH:32]=4)[C:30]#[N:31])[O:22][N:21]=3)[C:15]=2[CH3:19])[CH2:10]1)=[O:8]. (2) Given the reactants [N:1]1[CH:6]=[CH:5][CH:4]=[C:3]([CH2:7][CH2:8][C:9]([OH:11])=O)[CH:2]=1.C(Cl)(=O)C([Cl:15])=O, predict the reaction product. The product is: [N:1]1[CH:6]=[CH:5][CH:4]=[C:3]([CH2:7][CH2:8][C:9]([Cl:15])=[O:11])[CH:2]=1.